The task is: Predict the reaction yield, written as a fraction of the theoretical maximum amount of product (1.0 means a 100% yield; for example, 0.34 means a 34% yield).. This data is from Reaction yield outcomes from USPTO patents with 853,638 reactions. (1) The reactants are [S:1]1[CH:5]=[CH:4][CH:3]=[CH:2]1.O1CCCC1.C([Li])CCC.Br[CH2:17][CH2:18][CH2:19][CH2:20][CH2:21][CH2:22][CH2:23][CH3:24]. The product is [CH2:17]([C:2]1[S:1][CH:5]=[CH:4][CH:3]=1)[CH2:18][CH2:19][CH2:20][CH2:21][CH2:22][CH2:23][CH3:24]. The catalyst is CCCCCC.O. The yield is 0.978. (2) The reactants are Br[C:2]1[CH:3]=[C:4]([NH2:9])[CH:5]=[CH:6][C:7]=1[F:8].[CH:10]1(B(O)O)[CH2:12][CH2:11]1.P([O-])([O-])([O-])=O.[K+].[K+].[K+].C1(P(C2CCCCC2)C2CCCCC2)CCCCC1. The catalyst is C1(C)C=CC=CC=1.O.C([O-])(=O)C.[Pd+2].C([O-])(=O)C. The product is [CH:10]1([C:2]2[CH:3]=[C:4]([NH2:9])[CH:5]=[CH:6][C:7]=2[F:8])[CH2:12][CH2:11]1. The yield is 0.640. (3) The reactants are [C:1]1(=O)[CH2:4][CH2:3][CH2:2]1.[N:6]1([C:13]([O:15][C:16]([CH3:19])([CH3:18])[CH3:17])=[O:14])[CH2:12][CH2:11][CH2:10][NH:9][CH2:8][CH2:7]1.C(O[BH-](OC(=O)C)OC(=O)C)(=O)C.[Na+]. The catalyst is C(Cl)Cl. The product is [CH:1]1([N:9]2[CH2:10][CH2:11][CH2:12][N:6]([C:13]([O:15][C:16]([CH3:19])([CH3:18])[CH3:17])=[O:14])[CH2:7][CH2:8]2)[CH2:4][CH2:3][CH2:2]1. The yield is 0.780. (4) The reactants are Cl[C:2]1[CH:7]=[C:6]([CH2:8][CH2:9][CH3:10])[CH:5]=[CH:4][N:3]=1.[CH2:11]([NH2:20])[C:12]1[CH:19]=[CH:18][C:15]([O:16][CH3:17])=[CH:14][CH:13]=1.CC1(C)C2C(=C(P(C3C=CC=CC=3)C3C=CC=CC=3)C=CC=2)OC2C(P(C3C=CC=CC=3)C3C=CC=CC=3)=CC=CC1=2.C([O-])([O-])=O.[Cs+].[Cs+]. The catalyst is O1CCOCC1.C1C=CC(/C=C/C(/C=C/C2C=CC=CC=2)=O)=CC=1.C1C=CC(/C=C/C(/C=C/C2C=CC=CC=2)=O)=CC=1.C1C=CC(/C=C/C(/C=C/C2C=CC=CC=2)=O)=CC=1.[Pd].[Pd]. The product is [CH3:17][O:16][C:15]1[CH:18]=[CH:19][C:12]([CH2:11][NH:20][C:2]2[CH:7]=[C:6]([CH2:8][CH2:9][CH3:10])[CH:5]=[CH:4][N:3]=2)=[CH:13][CH:14]=1. The yield is 0.420. (5) The reactants are [CH3:1][O:2][C:3](=[O:36])[C@H:4]([NH:25]C(OCC1C=CC=CC=1)=O)[CH2:5][C:6]1[CH:24]=[CH:23][C:9]2[N:10]=[C:11]([CH3:22])[N:12]([S:13]([CH2:16][CH2:17][Si:18]([CH3:21])([CH3:20])[CH3:19])(=[O:15])=[O:14])[C:8]=2[CH:7]=1.COC(=O)[C@H](NC(OCC1C=CC=CC=1)=O)CC1C=CC2N(S(CC[Si](C)(C)C)(=O)=O)C(C)=NC=2C=1.[H][H]. The catalyst is [Pd].CO. The product is [CH3:1][O:2][C:3](=[O:36])[C@H:4]([NH2:25])[CH2:5][C:6]1[CH:24]=[CH:23][C:9]2[N:10]=[C:11]([CH3:22])[N:12]([S:13]([CH2:16][CH2:17][Si:18]([CH3:19])([CH3:21])[CH3:20])(=[O:14])=[O:15])[C:8]=2[CH:7]=1. The yield is 0.800. (6) The reactants are [CH3:1][N:2]([CH2:4][C:5]1[CH:12]=[CH:11][C:8]([CH:9]=O)=[CH:7][CH:6]=1)[CH3:3].S([O-])([O-])(=O)=O.[Mg+2].[NH2:19][C:20]1[CH:28]=[C:27]([F:29])[CH:26]=[C:25]2[C:21]=1[CH2:22][O:23][C:24]2=[O:30]. The catalyst is C(#N)C. The product is [CH3:1][N:2]([CH2:4][C:5]1[CH:12]=[CH:11][C:8](/[CH:9]=[N:19]/[C:20]2[CH:28]=[C:27]([F:29])[CH:26]=[C:25]3[C:21]=2[CH2:22][O:23][C:24]3=[O:30])=[CH:7][CH:6]=1)[CH3:3]. The yield is 0.550. (7) The reactants are [C:1]([C:3]1[CH:4]=[CH:5][C:6]([N:10]2[C@@H:14]([CH:15]3[CH2:19][CH2:18][CH2:17][CH2:16]3)[CH2:13][C:12]([C:20]3[CH:28]=[CH:27][C:23]([C:24](O)=[O:25])=[C:22]([O:29][CH3:30])[N:21]=3)=[N:11]2)=[N:7][C:8]=1[CH3:9])#[N:2].[CH3:31][S:32]([NH2:35])(=[O:34])=[O:33]. The catalyst is ClCCl. The product is [C:1]([C:3]1[CH:4]=[CH:5][C:6]([N:10]2[C@@H:14]([CH:15]3[CH2:19][CH2:18][CH2:17][CH2:16]3)[CH2:13][C:12]([C:20]3[CH:28]=[CH:27][C:23]([C:24]([NH:35][S:32]([CH3:31])(=[O:34])=[O:33])=[O:25])=[C:22]([O:29][CH3:30])[N:21]=3)=[N:11]2)=[N:7][C:8]=1[CH3:9])#[N:2]. The yield is 0.470.